Dataset: Reaction yield outcomes from USPTO patents with 853,638 reactions. Task: Predict the reaction yield, written as a fraction of the theoretical maximum amount of product (1.0 means a 100% yield; for example, 0.34 means a 34% yield). (1) The reactants are Br[CH2:2][CH2:3][CH2:4][CH2:5][CH2:6][CH2:7][CH2:8][CH2:9][OH:10].[N-:11]=[N+:12]=[N-:13].[Na+]. The catalyst is CN(C=O)C.O. The product is [N:11]([CH2:2][CH2:3][CH2:4][CH2:5][CH2:6][CH2:7][CH2:8][CH2:9][OH:10])=[N+:12]=[N-:13]. The yield is 0.600. (2) The catalyst is CO.C(Cl)Cl. The product is [Na+:53].[C:38]([CH2:37][C:34]1[CH:35]=[CH:36][C:31]([NH:30][C:29]([C:12]2[N:11]([CH:42]([CH3:44])[CH3:43])[C:10]([CH:9]=[CH:8][C@@H:7]([OH:45])[CH2:6][C@@H:5]([OH:46])[CH2:4][C:3]([O-:47])=[O:2])=[C:14]([C:15]3[CH:16]=[CH:17][C:18]([F:21])=[CH:19][CH:20]=3)[C:13]=2[C:22]2[CH:27]=[CH:26][C:25]([F:28])=[CH:24][CH:23]=2)=[O:41])=[CH:32][CH:33]=1)(=[O:40])[NH2:39]. The reactants are C[O:2][C:3](=[O:47])[CH2:4][C@H:5]([OH:46])[CH2:6][C@@H:7]([OH:45])[CH:8]=[CH:9][C:10]1[N:11]([CH:42]([CH3:44])[CH3:43])[C:12]([C:29](=[O:41])[NH:30][C:31]2[CH:36]=[CH:35][C:34]([CH2:37][C:38](=[O:40])[NH2:39])=[CH:33][CH:32]=2)=[C:13]([C:22]2[CH:27]=[CH:26][C:25]([F:28])=[CH:24][CH:23]=2)[C:14]=1[C:15]1[CH:20]=[CH:19][C:18]([F:21])=[CH:17][CH:16]=1.C(O)C.O.[OH-].[Na+:53]. The yield is 0.990. (3) The reactants are [CH:1]1[N:5]=[CH:4][N:3]([C:6]([N:8]2C=N[CH:10]=[CH:9]2)=[O:7])[CH:2]=1.Cl.N[C@H]1C2[C:18](=[C:19]([C:24]3[S:28][C:27]([C:29]4[CH:30]=[CH:31][C:32]([O:37][CH:38]([CH3:40])[CH3:39])=[C:33]([CH:36]=4)[C:34]#[N:35])=[N:26][N:25]=3)[CH:20]=[CH:21][CH:22]=2)[CH2:17][CH2:16]1.[CH3:41][CH2:42]N(CC)CC.Cl.N1CC(O)[CH2:50]1. The catalyst is C(Cl)Cl. The product is [C:34]([C:33]1[CH:36]=[C:29]([C:27]2[S:28][C:24]([C:19]3[CH:20]=[CH:21][CH:22]=[C:10]4[C:18]=3[CH2:17][CH2:16][C@H:9]4[NH:8][C:6]([N:3]3[CH2:42][CH2:41][C@@H:1]([N:5]([CH3:4])[CH3:50])[CH2:2]3)=[O:7])=[N:25][N:26]=2)[CH:30]=[CH:31][C:32]=1[O:37][CH:38]([CH3:39])[CH3:40])#[N:35]. The yield is 0.620. (4) The reactants are [Cl:1][C:2]1[N:7]=[C:6](Cl)[CH:5]=[CH:4][N:3]=1.[CH2:9]([C:13]1[CH:18]=[CH:17][CH:16]=[CH:15][CH:14]=1)[CH2:10][C:11]#[CH:12]. No catalyst specified. The product is [Cl:1][C:2]1[N:7]=[C:6]([C:12]#[C:11][CH2:10][CH2:9][C:13]2[CH:18]=[CH:17][CH:16]=[CH:15][CH:14]=2)[CH:5]=[CH:4][N:3]=1. The yield is 0.690. (5) The reactants are [C:1]([O:5][CH2:6][C:7]1[CH:12]=[CH:11][CH:10]=[CH:9][CH:8]=1)(=[O:4])[CH2:2][OH:3].C(N(CC)CC)C.[CH3:20][S:21](Cl)(=[O:23])=[O:22]. The catalyst is ClCCl. The product is [CH2:6]([O:5][C:1](=[O:4])[CH2:2][O:3][S:21]([CH3:20])(=[O:23])=[O:22])[C:7]1[CH:12]=[CH:11][CH:10]=[CH:9][CH:8]=1. The yield is 0.730. (6) The reactants are Br[C:2]1[CH:7]=[CH:6][C:5]([Br:8])=[CH:4][N:3]=1.[F:9][C:10]1[CH:15]=[CH:14][C:13]([O:16][CH:17]([CH3:19])[CH3:18])=[CH:12][C:11]=1B(O)O. No catalyst specified. The product is [Br:8][C:5]1[CH:6]=[CH:7][C:2]([C:15]2[CH:14]=[C:13]([O:16][CH:17]([CH3:18])[CH3:19])[CH:12]=[CH:11][C:10]=2[F:9])=[N:3][CH:4]=1. The yield is 0.450. (7) The reactants are [Br:1][C:2]1[C:7]([NH2:8])=[N:6][CH:5]=[C:4]2[NH:9][CH:10]=[CH:11][C:3]=12.[C:12]1(=O)[O:17][C:15](=[O:16])[C:14]2=[CH:18][CH:19]=[CH:20][CH:21]=[C:13]12. The catalyst is C(O)(=O)C. The product is [Br:1][C:2]1[C:7]([N:8]2[C:15](=[O:16])[C:14]3[C:13](=[CH:21][CH:20]=[CH:19][CH:18]=3)[C:12]2=[O:17])=[N:6][CH:5]=[C:4]2[NH:9][CH:10]=[CH:11][C:3]=12. The yield is 0.730. (8) The reactants are C(OC([N:8]1[CH2:12][CH2:11][CH2:10][N:9]1[C:13]1[CH:18]=[CH:17][CH:16]=[CH:15][C:14]=1[Cl:19])=O)(C)(C)C. The catalyst is C(O)(=O)C.Cl. The product is [ClH:19].[Cl:19][C:14]1[CH:15]=[CH:16][CH:17]=[CH:18][C:13]=1[N:9]1[CH2:10][CH2:11][CH2:12][NH:8]1. The yield is 0.720.